This data is from Reaction yield outcomes from USPTO patents with 853,638 reactions. The task is: Predict the reaction yield, written as a fraction of the theoretical maximum amount of product (1.0 means a 100% yield; for example, 0.34 means a 34% yield). (1) The reactants are [CH3:1][O:2][C:3]1[C:8]([C:9]2[CH:14]=[CH:13][C:12]([O:15][CH3:16])=[CH:11][CH:10]=2)=[CH:7][C:6]([CH2:17]NC(C2C3C(=CC=CC=3)N=CC=2)C)=[CH:5][CH:4]=1.[CH3:31][N:32]1[C:40]2[C:35](=[C:36]([CH:41]([NH2:43])[CH3:42])[CH:37]=[CH:38][CH:39]=2)[CH2:34][CH2:33]1.COC1C(C2C=CC(OC)=CC=2)=CC(C=O)=CC=1.C([BH3-])#N.[Na+]. No catalyst specified. The product is [CH3:1][O:2][C:3]1[C:8]([C:9]2[CH:14]=[CH:13][C:12]([O:15][CH3:16])=[CH:11][CH:10]=2)=[CH:7][C:6]([CH2:17][NH:43][CH:41]([C:36]2[CH:37]=[CH:38][CH:39]=[C:40]3[C:35]=2[CH2:34][CH2:33][N:32]3[CH3:31])[CH3:42])=[CH:5][CH:4]=1. The yield is 0.550. (2) The reactants are [CH3:1][O:2][C:3]1[CH:12]=[C:11]([O:13][CH3:14])[CH:10]=[C:9](/[CH:15]=[CH:16]/[C:17]2[CH:22]=[CH:21][CH:20]=[CH:19][CH:18]=2)[C:4]=1[C:5]([O:7][CH3:8])=[O:6].[Br:23]Br. The catalyst is C(Cl)Cl. The product is [CH3:1][O:2][C:3]1[CH:12]=[C:11]([O:13][CH3:14])[C:10]([Br:23])=[C:9](/[CH:15]=[CH:16]/[C:17]2[CH:18]=[CH:19][CH:20]=[CH:21][CH:22]=2)[C:4]=1[C:5]([O:7][CH3:8])=[O:6]. The yield is 0.870. (3) The reactants are [CH2:1]([O:8][C:9]1[CH:10]=[CH:11][C:12]([O:18][CH3:19])=[C:13]([CH:17]=1)[NH:14][CH2:15][CH3:16])[C:2]1[CH:7]=[CH:6][CH:5]=[CH:4][CH:3]=1.CCN(C(C)C)C(C)C.I[CH2:30][CH2:31][CH2:32][C:33]([O:35][CH3:36])=[O:34]. The catalyst is CN(C=O)C.CCOC(C)=O. The product is [CH2:1]([O:8][C:9]1[CH:10]=[CH:11][C:12]([O:18][CH3:19])=[C:13]([N:14]([CH2:15][CH3:16])[CH2:30][CH2:31][CH2:32][C:33]([O:35][CH3:36])=[O:34])[CH:17]=1)[C:2]1[CH:3]=[CH:4][CH:5]=[CH:6][CH:7]=1. The yield is 0.760. (4) The yield is 0.263. The catalyst is C1COCC1. The reactants are [F:1][C:2]1[CH:7]=[C:6]([F:8])[CH:5]=[CH:4][C:3]=1[Mg]Br.[C:11]1(=O)[CH2:15][CH2:14][CH2:13][CH2:12]1.Cl. The product is [C:11]1([C:3]2[CH:4]=[CH:5][C:6]([F:8])=[CH:7][C:2]=2[F:1])[CH2:15][CH2:14][CH2:13][CH:12]=1.